From a dataset of Reaction yield outcomes from USPTO patents with 853,638 reactions. Predict the reaction yield, written as a fraction of the theoretical maximum amount of product (1.0 means a 100% yield; for example, 0.34 means a 34% yield). (1) The reactants are C(=O)([O-])O.[Na+].[NH2:6][CH2:7][CH2:8][CH2:9][CH2:10][C:11]1[CH:19]=[CH:18][C:14]([C:15]([OH:17])=[O:16])=[CH:13][CH:12]=1.O.Cl[C:22]([O:24][CH2:25][C:26]1[CH:31]=[CH:30][CH:29]=[CH:28][CH:27]=1)=[O:23]. The catalyst is C1COCC1. The product is [CH2:25]([O:24][C:22]([NH:6][CH2:7][CH2:8][CH2:9][CH2:10][C:11]1[CH:19]=[CH:18][C:14]([C:15]([OH:17])=[O:16])=[CH:13][CH:12]=1)=[O:23])[C:26]1[CH:31]=[CH:30][CH:29]=[CH:28][CH:27]=1. The yield is 0.980. (2) The reactants are [NH2:1][C:2]1[CH:7]=[CH:6][CH:5]=[CH:4][CH:3]=1.[N:8]([O-])=O.[Na+].C([O-])(=O)C.[Na+].[Cl:17][CH:18](C(C)=O)[C:19]([O:21][CH2:22][CH3:23])=[O:20]. The catalyst is Cl.O.CC(C)=O. The product is [Cl:17][C:18](=[N:8][NH:1][C:2]1[CH:7]=[CH:6][CH:5]=[CH:4][CH:3]=1)[C:19]([O:21][CH2:22][CH3:23])=[O:20]. The yield is 0.920. (3) The reactants are [Cl:1][C:2]1[CH:11]=[CH:10][CH:9]=[C:8]2[C:3]=1[N:4]=[C:5]([C:21]([O:23]CC)=[O:22])[C:6](=[O:20])[N:7]2[C:12]1[CH:17]=[CH:16][C:15]([O:18][CH3:19])=[CH:14][CH:13]=1.[OH-].[Na+].Cl. The catalyst is C(O)C. The product is [Cl:1][C:2]1[CH:11]=[CH:10][CH:9]=[C:8]2[C:3]=1[N:4]=[C:5]([C:21]([OH:23])=[O:22])[C:6](=[O:20])[N:7]2[C:12]1[CH:13]=[CH:14][C:15]([O:18][CH3:19])=[CH:16][CH:17]=1. The yield is 0.940.